Dataset: Full USPTO retrosynthesis dataset with 1.9M reactions from patents (1976-2016). Task: Predict the reactants needed to synthesize the given product. (1) Given the product [CH:8]1([CH:1]=[CH:2][C:3]([OH:5])=[O:4])[CH2:13][CH2:12][CH2:11][CH2:10][CH2:9]1, predict the reactants needed to synthesize it. The reactants are: [C:1](O)(=O)[CH2:2][C:3]([OH:5])=[O:4].[CH:8]1(C=O)[CH2:13][CH2:12][CH2:11][CH2:10][CH2:9]1.Cl. (2) Given the product [Cl:1][C:2]1[CH:7]=[CH:6][C:5]([C:8]2[CH:13]=[CH:12][C:11]([O:14][C@@H:15]([CH3:20])[C:16]([OH:18])=[O:17])=[CH:10][CH:9]=2)=[CH:4][C:3]=1[C:21]([NH:23][CH2:24][C:25]12[CH2:32][CH:31]3[CH2:33][CH:27]([CH2:28][CH:29]([CH2:30]3)[CH2:34]1)[CH2:26]2)=[O:22], predict the reactants needed to synthesize it. The reactants are: [Cl:1][C:2]1[CH:7]=[CH:6][C:5]([C:8]2[CH:13]=[CH:12][C:11]([O:14][C@@H:15]([CH3:20])[C:16]([O:18]C)=[O:17])=[CH:10][CH:9]=2)=[CH:4][C:3]=1[C:21]([NH:23][CH2:24][C:25]12[CH2:34][CH:29]3[CH2:30][CH:31]([CH2:33][CH:27]([CH2:28]3)[CH2:26]1)[CH2:32]2)=[O:22].[OH-].[K+].CO. (3) Given the product [Cl:35][C:36]1[CH:37]=[C:38]([S:43]([N:7]2[C:8]3[C:13](=[CH:12][CH:11]=[CH:10][CH:9]=3)[CH2:14][CH2:15][CH:6]2[CH2:4][O:3][CH2:60][C:58]([OH:64])=[O:59])(=[O:45])=[O:44])[CH:39]=[CH:40][C:41]=1[Cl:42], predict the reactants needed to synthesize it. The reactants are: C([O:3][C:4]([CH:6]1[CH2:15][CH2:14][C:13]2[C:8](=[CH:9][CH:10]=[CH:11][CH:12]=2)[NH:7]1)=O)C.[H-].[H-].[H-].[H-].[Li+].[Al+3].[O-]S([O-])(=O)=O.[Na+].[Na+].N1C=CC=CC=1.[Cl:35][C:36]1[CH:37]=[C:38]([S:43](Cl)(=[O:45])=[O:44])[CH:39]=[CH:40][C:41]=1[Cl:42].[H-].[Na+].C(OC(=O)CBr)(C)(C)C.[C:58]([OH:64])([C:60](F)(F)F)=[O:59]. (4) Given the product [OH:32][C@@H:31]([C:33]1[CH:38]=[CH:37][CH:36]=[CH:35][CH:34]=1)[C:30]([N:1]([C:2]1[CH:3]=[C:4]2[C:9](=[CH:10][CH:11]=1)[O:8][CH2:7][CH2:6][C@H:5]2[OH:12])[CH2:22][CH2:21][C:18]1[CH:19]=[N:20][C:15]([C:14]([F:25])([F:24])[F:13])=[CH:16][CH:17]=1)=[O:29], predict the reactants needed to synthesize it. The reactants are: [NH2:1][C:2]1[CH:3]=[C:4]2[C:9](=[CH:10][CH:11]=1)[O:8][CH2:7][CH2:6][CH:5]2[OH:12].[F:13][C:14]([F:25])([F:24])[C:15]1[N:20]=[CH:19][C:18]([CH2:21][C:22]#N)=[CH:17][CH:16]=1.C([O:29][C:30](=O)[C@H:31]([C:33]1[CH:38]=[CH:37][CH:36]=[CH:35][CH:34]=1)[OH:32])(=O)C.